This data is from Cav3 T-type calcium channel HTS with 100,875 compounds. The task is: Binary Classification. Given a drug SMILES string, predict its activity (active/inactive) in a high-throughput screening assay against a specified biological target. (1) The compound is S(=O)(=O)(NCc1nc2scc(n2c1)C)c1c(cc(c(c1)C)C)C. The result is 0 (inactive). (2) The drug is O=C(N(c1cc2c(cc1)cccc2)c1ccccc1)CN1CCN(CC1)c1ncccc1. The result is 1 (active).